From a dataset of Full USPTO retrosynthesis dataset with 1.9M reactions from patents (1976-2016). Predict the reactants needed to synthesize the given product. Given the product [Br:1][C:2]1[N:7]=[CH:6][C:5]2[CH:8]=[C:9]([C:15]3[CH:16]=[N:17][N:18]([CH2:20][C:21]4[CH:25]=[C:24]([CH3:26])[O:23][N:22]=4)[CH:19]=3)[N:10]([C:38]([O:40][C:41]([CH3:44])([CH3:43])[CH3:42])=[O:39])[C:4]=2[CH:3]=1, predict the reactants needed to synthesize it. The reactants are: [Br:1][C:2]1[N:7]=[CH:6][C:5]2[CH:8]=[C:9]([C:15]3[CH:16]=[N:17][N:18]([CH2:20][C:21]4[CH:25]=[C:24]([CH3:26])[O:23][N:22]=4)[CH:19]=3)[N:10](S(C)(=O)=O)[C:4]=2[CH:3]=1.C1CCN2C(=NCCC2)CC1.[C:38](O[C:38]([O:40][C:41]([CH3:44])([CH3:43])[CH3:42])=[O:39])([O:40][C:41]([CH3:44])([CH3:43])[CH3:42])=[O:39].C(N(CC)CC)C.